This data is from Peptide-MHC class I binding affinity with 185,985 pairs from IEDB/IMGT. The task is: Regression. Given a peptide amino acid sequence and an MHC pseudo amino acid sequence, predict their binding affinity value. This is MHC class I binding data. (1) The peptide sequence is YLYNKYSFK. The MHC is HLA-B48:01 with pseudo-sequence HLA-B48:01. The binding affinity (normalized) is 0.0847. (2) The peptide sequence is ASDPSFPDI. The MHC is HLA-B44:02 with pseudo-sequence HLA-B44:02. The binding affinity (normalized) is 0.0847. (3) The peptide sequence is DLFNRDKTEAI. The MHC is H-2-Kb with pseudo-sequence H-2-Kb. The binding affinity (normalized) is 0.0269.